Dataset: Catalyst prediction with 721,799 reactions and 888 catalyst types from USPTO. Task: Predict which catalyst facilitates the given reaction. Reactant: [Cl:1][C:2]1[CH:7]=[CH:6][CH:5]=[CH:4][C:3]=1[C:8]([C:11]1[N:12]([C:21]2[CH:26]=[CH:25][C:24]([C:27]3[CH:32]=[CH:31][CH:30]=[C:29]([S:33]([CH3:36])(=[O:35])=[O:34])[CH:28]=3)=[CH:23][CH:22]=2)[CH:13]=[C:14]([CH:16]2[CH2:20][CH2:19][CH2:18][NH:17]2)[N:15]=1)([CH3:10])[CH3:9].C(N(CC)CC)C.[CH3:44][O:45][C:46](Cl)=[O:47]. Product: [Cl:1][C:2]1[CH:7]=[CH:6][CH:5]=[CH:4][C:3]=1[C:8]([C:11]1[N:12]([C:21]2[CH:26]=[CH:25][C:24]([C:27]3[CH:32]=[CH:31][CH:30]=[C:29]([S:33]([CH3:36])(=[O:35])=[O:34])[CH:28]=3)=[CH:23][CH:22]=2)[CH:13]=[C:14]([CH:16]2[CH2:20][CH2:19][CH2:18][N:17]2[C:46]([O:45][CH3:44])=[O:47])[N:15]=1)([CH3:10])[CH3:9]. The catalyst class is: 1.